Dataset: Full USPTO retrosynthesis dataset with 1.9M reactions from patents (1976-2016). Task: Predict the reactants needed to synthesize the given product. (1) Given the product [NH:27]1[C:28]2[C:29](=[CH:32][CH:33]=[CH:34][CH:35]=2)[CH:30]=[CH:6][C:7]1=[O:8].[NH2:31][C:30]1[C:29]2[C:28](=[CH:35][CH:34]=[CH:33][C:32]=2[F:36])[NH:27][C:14](=[O:55])[C:15]=1[C:10]1[NH:24][C:19]2[CH:18]=[C:17]([N:56]([CH3:61])[CH2:57][CH:41]3[CH2:40][O:45][CH2:44][CH2:43][N:42]3[CH3:46])[CH:23]=[CH:22][C:20]=2[N:21]=1, predict the reactants needed to synthesize it. The reactants are: ClCC1[O:8][CH2:7][CH2:6]N(C[C:10]2[CH:15]=[CH:14]C=CC=2)C1.Cl[C:17]1[CH:23]=[CH:22][C:20]([NH2:21])=[C:19]([N+:24]([O-])=O)[CH:18]=1.[NH2:27][C:28]1[CH:35]=[CH:34][CH:33]=[C:32]([F:36])[C:29]=1[C:30]#[N:31].CNC[CH:40]1[O:45][CH2:44][CH2:43][N:42]([CH2:46]C2C=CC=CC=2)[CH2:41]1.Cl.C=[O:55].[N:56]1[CH:61]=CC=C[CH:57]=1. (2) Given the product [OH:1][C:2]1[CH:9]=[CH:8][C:7]([N+:10]([O-:12])=[O:11])=[CH:6][C:3]=1[CH2:4][NH:13][CH2:14][CH2:15][NH:16][C:17](=[O:23])[O:18][C:19]([CH3:21])([CH3:20])[CH3:22], predict the reactants needed to synthesize it. The reactants are: [OH:1][C:2]1[CH:9]=[CH:8][C:7]([N+:10]([O-:12])=[O:11])=[CH:6][C:3]=1[CH:4]=O.[NH2:13][CH2:14][CH2:15][NH:16][C:17](=[O:23])[O:18][C:19]([CH3:22])([CH3:21])[CH3:20].[BH4-].[Na+]. (3) Given the product [Cl:1][C:2]1[N:3]=[C:4]([N:13]2[CH2:18][CH2:17][O:16][CH2:15][CH2:14]2)[C:5]2[CH:10]=[C:9]([CH2:11][N:25]3[CH2:26][CH2:27][N:22]([CH2:21][CH2:20][OH:19])[CH2:23][CH2:24]3)[S:8][C:6]=2[N:7]=1, predict the reactants needed to synthesize it. The reactants are: [Cl:1][C:2]1[N:3]=[C:4]([N:13]2[CH2:18][CH2:17][O:16][CH2:15][CH2:14]2)[C:5]2[CH:10]=[C:9]([CH:11]=O)[S:8][C:6]=2[N:7]=1.[OH:19][CH2:20][CH2:21][N:22]1[CH2:27][CH2:26][NH:25][CH2:24][CH2:23]1.CC(O)=O.[BH-](OC(C)=O)(OC(C)=O)OC(C)=O.[Na+].